From a dataset of Reaction yield outcomes from USPTO patents with 853,638 reactions. Predict the reaction yield, written as a fraction of the theoretical maximum amount of product (1.0 means a 100% yield; for example, 0.34 means a 34% yield). (1) The reactants are [C:1](Cl)(=[O:3])[CH3:2].[F:5][C:6]([F:44])([F:43])[C:7]1[CH:8]=[C:9]([CH:36]=[C:37]([C:39]([F:42])([F:41])[F:40])[CH:38]=1)[CH2:10][N:11]1[C:15]([N:16]2[CH2:21][CH2:20][NH:19][CH2:18][CH2:17]2)=[C:14]([C:22]([N:24]2[CH2:28][CH2:27][CH2:26][C@@H:25]2[C:29]2[CH:34]=[CH:33][CH:32]=[CH:31][C:30]=2[Cl:35])=[O:23])[N:13]=[N:12]1.C(N(CC)CC)C. The catalyst is ClCCl.O. The product is [F:44][C:6]([F:5])([F:43])[C:7]1[CH:8]=[C:9]([CH:36]=[C:37]([C:39]([F:40])([F:42])[F:41])[CH:38]=1)[CH2:10][N:11]1[C:15]([N:16]2[CH2:21][CH2:20][N:19]([C:1](=[O:3])[CH3:2])[CH2:18][CH2:17]2)=[C:14]([C:22]([N:24]2[CH2:28][CH2:27][CH2:26][C@@H:25]2[C:29]2[CH:34]=[CH:33][CH:32]=[CH:31][C:30]=2[Cl:35])=[O:23])[N:13]=[N:12]1. The yield is 0.950. (2) The reactants are C([Mg]Cl)(C)C.Br[C:7]1[C:8]([C:28]([F:31])([F:30])[F:29])=[N:9][N:10]([CH:22]2[CH2:27][CH2:26][CH2:25][CH2:24][CH2:23]2)[C:11]=1[C:12]1[CH:13]=[CH:14][C:15]2[O:20][CH2:19][CH2:18][CH2:17][C:16]=2[CH:21]=1.Cl[C:33](=[O:39])[C:34]([O:36][CH2:37][CH3:38])=[O:35]. The catalyst is O1CCCC1.O. The product is [CH:22]1([N:10]2[C:11]([C:12]3[CH:13]=[CH:14][C:15]4[O:20][CH2:19][CH2:18][CH2:17][C:16]=4[CH:21]=3)=[C:7]([C:33](=[O:39])[C:34]([O:36][CH2:37][CH3:38])=[O:35])[C:8]([C:28]([F:31])([F:30])[F:29])=[N:9]2)[CH2:27][CH2:26][CH2:25][CH2:24][CH2:23]1. The yield is 0.740. (3) The reactants are Cl[CH2:2][CH2:3][CH2:4][CH2:5][N:6]1[C:10]2[CH:11]=[CH:12][CH:13]=[CH:14][C:9]=2[N:8]=[CH:7]1.[O:15]1[CH:19]=[CH:18][CH:17]=[C:16]1[CH:20]1[CH2:25][CH2:24][NH:23][CH2:22][CH2:21]1.C(N(C(C)C)CC)(C)C.[I-].[K+]. The catalyst is C(#N)C. The product is [N:6]1([CH2:5][CH2:4][CH2:3][CH2:2][N:23]2[CH2:24][CH2:25][CH:20]([C:16]3[O:15][CH:19]=[CH:18][CH:17]=3)[CH2:21][CH2:22]2)[C:10]2[CH:11]=[CH:12][CH:13]=[CH:14][C:9]=2[N:8]=[CH:7]1. The yield is 0.616.